This data is from Catalyst prediction with 721,799 reactions and 888 catalyst types from USPTO. The task is: Predict which catalyst facilitates the given reaction. (1) Reactant: [NH2:1][CH:2]([CH2:12]CC1C=CC(C(C)(C)C)=CC=1)[CH:3]([C:5]1[CH:10]=[CH:9][C:8]([F:11])=[CH:7][CH:6]=1)[OH:4].[F:24][C:25]1[CH:34]=[CH:33][CH:32]=[C:31]2[C:26]=1[CH:27]=[CH:28][CH:29]=[C:30]2[C:35]([OH:37])=O.O.ON1[C:44]2[CH:45]=[CH:46][CH:47]=[CH:48][C:43]=2N=N1.Cl.C(N=C=N[CH2:55][CH2:56][CH2:57]N(C)C)C.[CH3:61]N(C)C=O. Product: [C:56]([C:43]1[CH:48]=[CH:47][C:46]([CH2:12][CH:2]([NH:1][C:35]([C:30]2[C:31]3[C:26](=[C:25]([F:24])[CH:34]=[CH:33][CH:32]=3)[CH:27]=[CH:28][CH:29]=2)=[O:37])[CH:3]([C:5]2[CH:10]=[CH:9][C:8]([F:11])=[CH:7][CH:6]=2)[OH:4])=[CH:45][CH:44]=1)([CH3:57])([CH3:61])[CH3:55]. The catalyst class is: 13. (2) Reactant: [Si]([O:8][CH2:9][C:10]([NH:13][C:14]([C:16]1[C:24]2[C:19](=[N:20][CH:21]=[C:22]([C:25]3[C:33]4[C:28](=[CH:29][C:30]([CH3:34])=[CH:31][CH:32]=4)[N:27]([CH2:35][CH2:36][CH2:37][N:38]([CH3:40])[CH3:39])[N:26]=3)[N:23]=2)[NH:18][CH:17]=1)=[O:15])([CH3:12])[CH3:11])(C(C)(C)C)(C)C.[ClH:41]. Product: [ClH:41].[CH3:40][N:38]([CH3:39])[CH2:37][CH2:36][CH2:35][N:27]1[C:28]2[C:33](=[CH:32][CH:31]=[C:30]([CH3:34])[CH:29]=2)[C:25]([C:22]2[N:23]=[C:24]3[C:16]([C:14]([NH:13][C:10]([CH3:11])([CH3:12])[CH2:9][OH:8])=[O:15])=[CH:17][NH:18][C:19]3=[N:20][CH:21]=2)=[N:26]1. The catalyst class is: 5. (3) Reactant: [O:1]1[CH2:6][CH2:5][N:4]([C:7]2[N:12]=[C:11]([N:13]3[CH2:18][CH2:17][O:16][CH2:15][CH2:14]3)[N:10]=[C:9]([C:19]3[CH:24]=[CH:23][C:22]([NH:25][C:26](=[O:37])[NH:27][C:28]4[CH:36]=[CH:35][C:31]([C:32](O)=[O:33])=[CH:30][CH:29]=4)=[CH:21][CH:20]=3)[N:8]=2)[CH2:3][CH2:2]1.CCN(C(C)C)C(C)C.CN(C(O[N:55]1N=N[C:57]2[CH:58]=[CH:59][CH:60]=[CH:61][C:56]1=2)=[N+](C)C)C.F[P-](F)(F)(F)(F)F.N1C=CC=CC=1CN. Product: [O:1]1[CH2:6][CH2:5][N:4]([C:7]2[N:12]=[C:11]([N:13]3[CH2:14][CH2:15][O:16][CH2:17][CH2:18]3)[N:10]=[C:9]([C:19]3[CH:24]=[CH:23][C:22]([NH:25][C:26]([NH:27][C:28]4[CH:29]=[CH:30][C:31]([C:32](=[O:33])[CH2:61][C:60]5[CH:59]=[CH:58][CH:57]=[CH:56][N:55]=5)=[CH:35][CH:36]=4)=[O:37])=[CH:21][CH:20]=3)[N:8]=2)[CH2:3][CH2:2]1. The catalyst class is: 37.